Dataset: Forward reaction prediction with 1.9M reactions from USPTO patents (1976-2016). Task: Predict the product of the given reaction. Given the reactants [CH3:1][O:2][C:3]1[CH:8]=[CH:7][C:6]([OH:9])=[CH:5][CH:4]=1.F[C:11]1[CH:16]=[CH:15][C:14]([F:17])=[CH:13][C:12]=1[N+:18]([O-:20])=[O:19].[F:21][C:22]1[CH:23]=[CH:24][C:25]([O:29][C:30]2[CH:35]=[CH:34][C:33]([O:36][CH3:37])=[CH:32][CH:31]=2)=[C:26]([CH:28]=1)[NH2:27].[NH2:38][C:39]1[S:40][CH:41]=[CH:42][N:43]=1, predict the reaction product. The product is: [F:17][C:14]1[CH:15]=[CH:16][C:11]([O:9][C:6]2[CH:7]=[CH:8][C:3]([O:2][CH3:1])=[CH:4][CH:5]=2)=[C:12]([N+:18]([O-:20])=[O:19])[CH:13]=1.[F:21][C:22]1[CH:23]=[CH:24][C:25]([O:29][C:30]2[CH:35]=[CH:34][C:33]([O:36][CH3:37])=[CH:32][CH:31]=2)=[C:26]([NH:27][C:6]([NH:38][C:39]2[S:40][CH:41]=[CH:42][N:43]=2)=[O:9])[CH:28]=1.